From a dataset of Reaction yield outcomes from USPTO patents with 853,638 reactions. Predict the reaction yield, written as a fraction of the theoretical maximum amount of product (1.0 means a 100% yield; for example, 0.34 means a 34% yield). (1) The reactants are C1(C[O:8][C:9]([NH:11][C:12]2[CH:21]=[C:20]3[C:15]([CH2:16][CH2:17][N:18]([C:22]([O:24][CH2:25][C:26]4[CH:31]=[CH:30][CH:29]=[CH:28][CH:27]=4)=[O:23])[CH2:19]3)=[CH:14][CH:13]=2)=O)C=CC=CC=1.Cl[CH2:33][C@@H:34]([OH:44])[CH2:35][NH:36][C:37](=[O:43])[O:38][C:39]([CH3:42])([CH3:41])[CH3:40].O(C(C)(C)C)[Li]. The catalyst is CN(C=O)C. The product is [CH3:40][C:39]([CH3:42])([O:38][C:37]([NH:36][CH2:35][C@@H:34]1[O:44][C:9](=[O:8])[N:11]([C:12]2[CH:21]=[C:20]3[C:15]([CH2:16][CH2:17][N:18]([C:22]([O:24][CH2:25][C:26]4[CH:31]=[CH:30][CH:29]=[CH:28][CH:27]=4)=[O:23])[CH2:19]3)=[CH:14][CH:13]=2)[CH2:33]1)=[O:43])[CH3:41]. The yield is 0.800. (2) The reactants are [O:1]1[C:5]2[CH:6]=[C:7]3[CH:12]=[C:11]([C:13]([OH:15])=O)[O:10][C:8]3=[CH:9][C:4]=2[NH:3][C:2]1=[O:16].C(N(CC)CC)C.[CH2:24]([CH:31]1[CH2:36][CH2:35][NH:34][CH2:33][CH2:32]1)[C:25]1[CH:30]=[CH:29][CH:28]=[CH:27][CH:26]=1.CN(C(ON1N=NC2C=CC=CC1=2)=[N+](C)C)C.F[P-](F)(F)(F)(F)F. The catalyst is CN(C)C=O. The product is [CH2:24]([CH:31]1[CH2:36][CH2:35][N:34]([C:13]([C:11]2[O:10][C:8]3[C:7](=[CH:6][C:5]4[O:1][C:2](=[O:16])[NH:3][C:4]=4[CH:9]=3)[CH:12]=2)=[O:15])[CH2:33][CH2:32]1)[C:25]1[CH:30]=[CH:29][CH:28]=[CH:27][CH:26]=1. The yield is 0.540. (3) The product is [S:23]1[C:27]([C:2]2[C:3]([NH2:22])=[N:4][CH:5]=[C:6]([C:8]3[CH:13]=[CH:12][C:11]([O:14][Si:15]([C:18]([CH3:21])([CH3:20])[CH3:19])([CH3:17])[CH3:16])=[CH:10][CH:9]=3)[N:7]=2)=[CH:26][C:25]2[CH:31]=[CH:32][CH:33]=[CH:34][C:24]1=2. The yield is 0.673. The catalyst is C1(C)C=CC=CC=1.C(O)C.Cl[Pd](Cl)([P](C1C=CC=CC=1)(C1C=CC=CC=1)C1C=CC=CC=1)[P](C1C=CC=CC=1)(C1C=CC=CC=1)C1C=CC=CC=1. The reactants are Br[C:2]1[C:3]([NH2:22])=[N:4][CH:5]=[C:6]([C:8]2[CH:13]=[CH:12][C:11]([O:14][Si:15]([C:18]([CH3:21])([CH3:20])[CH3:19])([CH3:17])[CH3:16])=[CH:10][CH:9]=2)[N:7]=1.[S:23]1[C:27](B(O)O)=[CH:26][C:25]2[CH:31]=[CH:32][CH:33]=[CH:34][C:24]1=2.C([O-])([O-])=O.[Na+].[Na+].O. (4) The reactants are Cl[C:2]1[N:11]([C:12]2[CH:17]=[CH:16][CH:15]=[CH:14][CH:13]=2)[C:10](=[O:18])[C:9]2[C:4](=[CH:5][C:6]([C:19]([O:21][CH3:22])=[O:20])=[CH:7][CH:8]=2)[N:3]=1.C(N(CC)C(C)C)(C)C.[Cl:32][C:33]1[CH:40]=[CH:39][C:36]([CH2:37][NH2:38])=[CH:35][CH:34]=1. The yield is 0.300. The product is [Cl:32][C:33]1[CH:40]=[CH:39][C:36]([CH2:37][NH:38][C:2]2[N:11]([C:12]3[CH:17]=[CH:16][CH:15]=[CH:14][CH:13]=3)[C:10](=[O:18])[C:9]3[C:4](=[CH:5][C:6]([C:19]([O:21][CH3:22])=[O:20])=[CH:7][CH:8]=3)[N:3]=2)=[CH:35][CH:34]=1. The catalyst is C(O)(C)C. (5) The reactants are N[C:2]1[CH:3]=[C:4]([CH3:21])[C:5]2[NH:6][C:7](=[O:20])[C:8]3[CH:18]=[C:17]([Br:19])[CH:16]=[N:15][C:9]=3[N:10]([CH2:13][CH3:14])[C:11]=2[N:12]=1.C1C=CN=CC=1.[FH:28].N([O-])=O.[Na+].[OH-].[Na+]. No catalyst specified. The product is [Br:19][C:17]1[CH:16]=[N:15][C:9]2[N:10]([CH2:13][CH3:14])[C:11]3[N:12]=[C:2]([F:28])[CH:3]=[C:4]([CH3:21])[C:5]=3[NH:6][C:7](=[O:20])[C:8]=2[CH:18]=1. The yield is 0.840. (6) The reactants are [CH3:1][NH:2][CH3:3].[F:4][P-:5]([F:10])([F:9])([F:8])([F:7])[F:6].Cl/[C:12](/[C:18]1[CH:19]=[N:20][N:21]2[CH:26]=[CH:25][CH:24]=[CH:23][C:22]=12)=[CH:13]\[CH:14]=[N+:15]([CH3:17])[CH3:16]. The catalyst is CO. The product is [F:4][P-:5]([F:10])([F:9])([F:8])([F:7])[F:6].[CH3:1][N:2]([CH3:3])/[C:12](/[C:18]1[CH:19]=[N:20][N:21]2[CH:26]=[CH:25][CH:24]=[CH:23][C:22]=12)=[CH:13]\[CH:14]=[N+:15]([CH3:17])[CH3:16]. The yield is 0.850. (7) The reactants are Br[C:2]1[CH:10]=[CH:9][CH:8]=[C:7]2[C:3]=1[C:4]1([C:15]3=[CH:16][C:17]4[O:21][CH2:20][O:19][C:18]=4[CH:22]=[C:14]3[O:13][CH2:12]1)[C:5](=[O:11])[NH:6]2.[CH3:23][N:24]([CH3:34])[C:25]1[N:30]=[CH:29][C:28](B(O)O)=[CH:27][CH:26]=1.C(=O)([O-])[O-].[Na+].[Na+]. The catalyst is CN(C)C=O.C1C=CC([P]([Pd]([P](C2C=CC=CC=2)(C2C=CC=CC=2)C2C=CC=CC=2)([P](C2C=CC=CC=2)(C2C=CC=CC=2)C2C=CC=CC=2)[P](C2C=CC=CC=2)(C2C=CC=CC=2)C2C=CC=CC=2)(C2C=CC=CC=2)C2C=CC=CC=2)=CC=1. The product is [CH3:23][N:24]([CH3:34])[C:25]1[N:30]=[CH:29][C:28]([C:2]2[CH:10]=[CH:9][CH:8]=[C:7]3[C:3]=2[C:4]2([C:15]4=[CH:16][C:17]5[O:21][CH2:20][O:19][C:18]=5[CH:22]=[C:14]4[O:13][CH2:12]2)[C:5](=[O:11])[NH:6]3)=[CH:27][CH:26]=1. The yield is 0.540. (8) The reactants are [CH2:1]([O:8][C:9]1[C:24]([O:25][CH3:26])=[CH:23][C:12]([CH2:13][C:14]2[C:22]3[C:17](=[N:18][CH:19]=[CH:20][CH:21]=3)[NH:16][CH:15]=2)=[C:11]([F:27])[CH:10]=1)[C:2]1[CH:7]=[CH:6][CH:5]=[CH:4][CH:3]=1.[H-].[Na+].[CH:30]([Si:33](Cl)([CH:37]([CH3:39])[CH3:38])[CH:34]([CH3:36])[CH3:35])([CH3:32])[CH3:31].O. The catalyst is CN(C)C=O. The product is [CH2:1]([O:8][C:9]1[C:24]([O:25][CH3:26])=[CH:23][C:12]([CH2:13][C:14]2[C:22]3[C:17](=[N:18][CH:19]=[CH:20][CH:21]=3)[N:16]([Si:33]([CH:37]([CH3:39])[CH3:38])([CH:34]([CH3:36])[CH3:35])[CH:30]([CH3:32])[CH3:31])[CH:15]=2)=[C:11]([F:27])[CH:10]=1)[C:2]1[CH:3]=[CH:4][CH:5]=[CH:6][CH:7]=1. The yield is 0.660.